Dataset: Reaction yield outcomes from USPTO patents with 853,638 reactions. Task: Predict the reaction yield, written as a fraction of the theoretical maximum amount of product (1.0 means a 100% yield; for example, 0.34 means a 34% yield). The reactants are [CH2:1]([O:3][C:4]([N:6]1[C:10]2[CH2:11][N:12](C(OC(C)(C)C)=O)[CH2:13][C:9]=2[C:8]([NH:21][C:22](=[O:35])[CH:23]([C:25]2[CH:34]=[CH:33][C:32]3[C:27](=[CH:28][CH:29]=[CH:30][CH:31]=3)[CH:26]=2)[CH3:24])=[N:7]1)=[O:5])[CH3:2].C(O)(C(F)(F)F)=O.C(Cl)Cl. The catalyst is C(Cl)Cl. The product is [CH2:1]([O:3][C:4]([N:6]1[C:10]2[CH2:11][NH:12][CH2:13][C:9]=2[C:8]([NH:21][C:22](=[O:35])[CH:23]([C:25]2[CH:34]=[CH:33][C:32]3[C:27](=[CH:28][CH:29]=[CH:30][CH:31]=3)[CH:26]=2)[CH3:24])=[N:7]1)=[O:5])[CH3:2]. The yield is 1.00.